Dataset: Full USPTO retrosynthesis dataset with 1.9M reactions from patents (1976-2016). Task: Predict the reactants needed to synthesize the given product. (1) Given the product [CH3:1][O:2][C:3]1[CH:4]=[C:5]2[C:9](=[CH:10][CH:11]=1)[NH:8][C:7]([CH3:12])=[C:6]2[CH2:13][C:14]([NH:16][C@H:17]([C:20]([NH:22][C:23]1[CH:32]=[CH:31][C:30]2[C:25](=[CH:26][CH:27]=[CH:28][CH:29]=2)[CH:24]=1)=[O:21])[CH2:18][S:19][CH2:34][CH2:35][CH2:36][C:37](=[O:39])[CH3:38])=[O:15], predict the reactants needed to synthesize it. The reactants are: [CH3:1][O:2][C:3]1[CH:4]=[C:5]2[C:9](=[CH:10][CH:11]=1)[NH:8][C:7]([CH3:12])=[C:6]2[CH2:13][C:14]([NH:16][C@H:17]([C:20]([NH:22][C:23]1[CH:32]=[CH:31][C:30]2[C:25](=[CH:26][CH:27]=[CH:28][CH:29]=2)[CH:24]=1)=[O:21])[CH2:18][SH:19])=[O:15].I[CH2:34][CH2:35][CH2:36][C:37](=[O:39])[CH3:38].C([O-])([O-])=O.[K+].[K+].Cl. (2) Given the product [F:57][C:58]1[CH:63]=[C:62]([F:64])[CH:61]=[CH:60][C:59]=1[NH:65][C:66]([NH:54][C:53]1[CH:52]=[CH:51][C:50]([C:47]2[S:46][C:45]([CH:42]3[CH2:43][CH2:44][CH:39]([CH2:38][C:36]4[O:35][N:34]=[C:33]([CH3:32])[N:37]=4)[CH2:40][CH2:41]3)=[N:49][CH:48]=2)=[CH:56][CH:55]=1)=[O:67], predict the reactants needed to synthesize it. The reactants are: FC(F)(F)C1C=C(NC(=O)NC2C=CC(C3SC(CCC(OC)=O)=NC=3)=CC=2)C=CC=1.[CH3:32][C:33]1[N:37]=[C:36]([CH2:38][CH:39]2[CH2:44][CH2:43][CH:42]([C:45]3[S:46][C:47]([C:50]4[CH:56]=[CH:55][C:53]([NH2:54])=[CH:52][CH:51]=4)=[CH:48][N:49]=3)[CH2:41][CH2:40]2)[O:35][N:34]=1.[F:57][C:58]1[CH:63]=[C:62]([F:64])[CH:61]=[CH:60][C:59]=1[N:65]=[C:66]=[O:67]. (3) Given the product [Cl:1][C:2]1[CH:3]=[C:4]([C:9]2([C:22]([F:25])([F:24])[F:23])[O:26][N:29]=[C:11]([C:13]3[CH:14]=[CH:15][C:16]([F:21])=[C:17]([CH:20]=3)[C:18]#[N:19])[CH2:10]2)[CH:5]=[C:6]([Cl:8])[CH:7]=1, predict the reactants needed to synthesize it. The reactants are: [Cl:1][C:2]1[CH:3]=[C:4]([C:9]([C:22]([F:25])([F:24])[F:23])=[CH:10][C:11]([C:13]2[CH:14]=[CH:15][C:16]([F:21])=[C:17]([CH:20]=2)[C:18]#[N:19])=O)[CH:5]=[C:6]([Cl:8])[CH:7]=1.[OH-:26].[Na+].Cl.[NH2:29]O.Cl. (4) The reactants are: CN([CH2:4][C:5]1[C:13]2[C:8](=[CH:9][CH:10]=[C:11]([O:14][CH3:15])[CH:12]=2)[NH:7][C:6]=1[C:16]([O:18][CH2:19][CH3:20])=[O:17])C.[N+:21]([CH2:24][C:25]([O:27][CH2:28][CH3:29])=[O:26])([O-:23])=[O:22]. Given the product [CH2:28]([O:27][C:25](=[O:26])[CH:24]([N+:21]([O-:23])=[O:22])[CH2:4][C:5]1[C:13]2[C:8](=[CH:9][CH:10]=[C:11]([O:14][CH3:15])[CH:12]=2)[NH:7][C:6]=1[C:16]([O:18][CH2:19][CH3:20])=[O:17])[CH3:29], predict the reactants needed to synthesize it. (5) Given the product [CH3:14][C:4]1[CH:3]=[C:2]([N:32]2[CH2:33][CH2:34][N:29]([C:24]3[CH:25]=[CH:26][CH:27]=[CH:28][C:23]=3[CH3:35])[CH2:30][CH2:31]2)[C:10]([N+:11]([O-:13])=[O:12])=[CH:9][C:5]=1[C:6]([OH:8])=[O:7], predict the reactants needed to synthesize it. The reactants are: F[C:2]1[C:10]([N+:11]([O-:13])=[O:12])=[CH:9][C:5]([C:6]([OH:8])=[O:7])=[C:4]([CH3:14])[CH:3]=1.C(=O)([O-])[O-].[K+].[K+].Cl.Cl.[C:23]1([CH3:35])[CH:28]=[CH:27][CH:26]=[CH:25][C:24]=1[N:29]1[CH2:34][CH2:33][NH:32][CH2:31][CH2:30]1.Cl. (6) Given the product [Cl:19][C:20]1[C:25]2[O:26][CH2:27][CH2:28][N:29]([C:15](=[O:17])[CH2:14][C:9]3[NH:10][C:11](=[O:13])[CH:12]=[C:7]([N:1]4[CH2:2][CH2:3][O:4][CH2:5][CH2:6]4)[N:8]=3)[C:24]=2[CH:23]=[CH:22][CH:21]=1, predict the reactants needed to synthesize it. The reactants are: [N:1]1([C:7]2[N:8]=[C:9]([CH2:14][C:15]([O-:17])=O)[NH:10][C:11](=[O:13])[CH:12]=2)[CH2:6][CH2:5][O:4][CH2:3][CH2:2]1.[Na+].[Cl:19][C:20]1[C:25]2[O:26][CH2:27][CH:28]=[N:29][C:24]=2[CH:23]=[CH:22][CH:21]=1.Cl.CN(C)CCCN=C=NCC. (7) Given the product [CH:26]1([CH:30]([OH:29])[C:12]2[N:9]3[CH:10]=[CH:11][C:6]([C:4]([N:3]([CH2:19][CH3:20])[CH2:1][CH3:2])=[O:5])=[CH:7][C:8]3=[N:14][C:13]=2[CH:15]([CH3:17])[CH3:16])[CH2:27][CH2:28][CH2:23][CH2:21][CH2:22]1, predict the reactants needed to synthesize it. The reactants are: [CH2:1]([N:3]([CH2:19][CH3:20])[C:4]([C:6]1[CH:11]=[CH:10][N:9]2[C:12](I)=[C:13]([CH:15]([CH3:17])[CH3:16])[N:14]=[C:8]2[CH:7]=1)=[O:5])[CH3:2].[CH:21]([Mg]Br)([CH3:23])[CH3:22].[CH2:26]1[CH2:30][O:29][CH2:28][CH2:27]1.